From a dataset of Catalyst prediction with 721,799 reactions and 888 catalyst types from USPTO. Predict which catalyst facilitates the given reaction. (1) Reactant: [NH2:1][C@H:2]1[CH2:6][N:5]([C:7]([O:9][C:10]([CH3:13])([CH3:12])[CH3:11])=[O:8])[C@@H:4]([CH2:14][O:15][CH3:16])[CH2:3]1.CCN(C(C)C)C(C)C.[Br:26][C:27]1[CH:32]=[CH:31][C:30]([Br:33])=[CH:29][C:28]=1[S:34](Cl)(=[O:36])=[O:35]. Product: [Br:26][C:27]1[CH:32]=[CH:31][C:30]([Br:33])=[CH:29][C:28]=1[S:34]([NH:1][C@H:2]1[CH2:6][N:5]([C:7]([O:9][C:10]([CH3:11])([CH3:12])[CH3:13])=[O:8])[C@@H:4]([CH2:14][O:15][CH3:16])[CH2:3]1)(=[O:36])=[O:35]. The catalyst class is: 2. (2) Reactant: Br[C:2]12[CH:9]([OH:10])[CH2:8][O:7][CH:3]1[O:4][CH2:5][CH2:6]2.C(N(CC)CC)C.CC1C=C2N=C3C(=NC(NC3=O)=O)N(C[C@H](O)[C@H](O)[C@H](O)CO)C2=CC=1C. Product: [O:7]1[CH:3]2[O:4][CH2:5][CH2:6][CH:2]2[CH:9]([OH:10])[CH2:8]1. The catalyst class is: 354. (3) Reactant: C(O[N:4]=[C:5]1[CH2:10][CH2:9][CH2:8][O:7][CH:6]1[CH2:11][O:12][Si:13]([C:26]([CH3:29])([CH3:28])[CH3:27])([C:20]1[CH:25]=[CH:24][CH:23]=[CH:22][CH:21]=1)[C:14]1[CH:19]=[CH:18][CH:17]=[CH:16][CH:15]=1)C. Product: [Si:13]([O:12][CH2:11][CH:6]1[CH:5]([NH2:4])[CH2:10][CH2:9][CH2:8][O:7]1)([C:26]([CH3:29])([CH3:27])[CH3:28])([C:20]1[CH:25]=[CH:24][CH:23]=[CH:22][CH:21]=1)[C:14]1[CH:19]=[CH:18][CH:17]=[CH:16][CH:15]=1. The catalyst class is: 319. (4) Reactant: [CH3:1][N:2]([CH3:33])[C:3](=[O:32])[O:4][C:5]1[CH:10]=[C:9]([CH:11]([CH3:13])[CH3:12])[CH:8]=[CH:7][C:6]=1[C:14]1([NH:28][C:29](=[O:31])[CH3:30])[C:22](=[O:23])[C:21]2[C:16](=[CH:17][CH:18]=[CH:19][C:20]=2[N+:24]([O-])=O)[C:15]1=[O:27].Cl. Product: [CH3:33][N:2]([CH3:1])[C:3](=[O:32])[O:4][C:5]1[CH:10]=[C:9]([CH:11]([CH3:13])[CH3:12])[CH:8]=[CH:7][C:6]=1[C:14]1([NH:28][C:29](=[O:31])[CH3:30])[C:22](=[O:23])[C:21]2[C:16](=[CH:17][CH:18]=[CH:19][C:20]=2[NH2:24])[C:15]1=[O:27]. The catalyst class is: 190. (5) Reactant: [NH2:1][C:2]1[N:10]=[C:9]2[C:5]([N:6]=[C:7]([SH:11])[NH:8]2)=[C:4]([NH2:12])[N:3]=1.CC1C=CC2C=CC3C=CC(C)=NC=3C=2N=1.O.O(C(C)(C)C)[Na].[Cl:36][C:37]1[CH:42]=[C:41](I)[CH:40]=[C:39]([Cl:44])[CH:38]=1. Product: [Cl:36][C:37]1[CH:42]=[C:41]([S:11][C:7]2[NH:8][C:9]3[C:5]([N:6]=2)=[C:4]([NH2:12])[N:3]=[C:2]([NH2:1])[N:10]=3)[CH:40]=[C:39]([Cl:44])[CH:38]=1. The catalyst class is: 471. (6) Reactant: [CH2:1]([S:8][C:9]1[NH:14][C:13](=[O:15])[C:12]([O:16]C)=[C:11]([C:18]([F:21])([F:20])[F:19])[N:10]=1)[C:2]1[CH:7]=[CH:6][CH:5]=[CH:4][CH:3]=1.B(Br)(Br)Br.[OH-].[Na+]. Product: [CH2:1]([S:8][C:9]1[NH:14][C:13](=[O:15])[C:12]([OH:16])=[C:11]([C:18]([F:21])([F:19])[F:20])[N:10]=1)[C:2]1[CH:3]=[CH:4][CH:5]=[CH:6][CH:7]=1. The catalyst class is: 2. (7) The catalyst class is: 1. Product: [Br:1][C:2]1[CH:7]=[CH:6][C:5]([CH3:8])=[CH:4][C:3]=1[C:17]([OH:20])([CH2:18][F:19])[CH2:16][F:15]. Reactant: [Br:1][C:2]1[CH:7]=[CH:6][C:5]([CH3:8])=[CH:4][C:3]=1I.C([Mg]Cl)(C)C.[F:15][CH2:16][C:17](=[O:20])[CH2:18][F:19].CC(=O)OCC. (8) Product: [C:11]1([C:9]2[S:10][C:6]([C:4](=[O:5])[CH3:25])=[C:7]([N:17]3[CH2:18][CH2:19][CH2:20][CH2:21][CH2:22]3)[N:8]=2)[CH:12]=[CH:13][CH:14]=[CH:15][CH:16]=1. The catalyst class is: 1. Reactant: CON(C)[C:4]([C:6]1[S:10][C:9]([C:11]2[CH:16]=[CH:15][CH:14]=[CH:13][CH:12]=2)=[N:8][C:7]=1[N:17]1[CH2:22][CH2:21][CH2:20][CH2:19][CH2:18]1)=[O:5].[Li][CH3:25].[Li+].[Br-]. (9) Reactant: [F:1][C:2]1[CH:21]=[CH:20][CH:19]=[CH:18][C:3]=1[CH2:4][N:5]1[C:9]2=[N:10][CH:11]=[CH:12][CH:13]=[C:8]2[C:7]([C:14](=[N:16]O)[NH2:15])=[N:6]1.C1N=CN([C:27](N2C=NC=C2)=[S:28])C=1.[OH2:34]. Product: [F:1][C:2]1[CH:21]=[CH:20][CH:19]=[CH:18][C:3]=1[CH2:4][N:5]1[C:9]2=[N:10][CH:11]=[CH:12][CH:13]=[C:8]2[C:7]([C:14]2[NH:15][C:27](=[O:34])[S:28][N:16]=2)=[N:6]1. The catalyst class is: 1. (10) Reactant: C(Cl)(=O)C=O.[F:6][C:7]1[C:8]([O:18][CH3:19])=[C:9](/[CH:14]=[CH:15]\[CH2:16][OH:17])[C:10]([F:13])=[CH:11][CH:12]=1.C[N:21](C)[C:22]1[CH:27]=CC=CC=1.CC[N:31](CC)CC.[OH2:36]. Product: [N+:21](=[CH:22][C:27]([O:17][CH2:16]/[CH:15]=[CH:14]\[C:9]1[C:10]([F:13])=[CH:11][CH:12]=[C:7]([F:6])[C:8]=1[O:18][CH3:19])=[O:36])=[N-:31]. The catalyst class is: 2.